Dataset: NCI-60 drug combinations with 297,098 pairs across 59 cell lines. Task: Regression. Given two drug SMILES strings and cell line genomic features, predict the synergy score measuring deviation from expected non-interaction effect. (1) Drug 1: CN(C)N=NC1=C(NC=N1)C(=O)N. Drug 2: C1=NC(=NC(=O)N1C2C(C(C(O2)CO)O)O)N. Cell line: HCC-2998. Synergy scores: CSS=7.45, Synergy_ZIP=-0.226, Synergy_Bliss=4.32, Synergy_Loewe=-0.991, Synergy_HSA=2.56. (2) Drug 1: C1=NC2=C(N=C(N=C2N1C3C(C(C(O3)CO)O)F)Cl)N. Drug 2: CNC(=O)C1=NC=CC(=C1)OC2=CC=C(C=C2)NC(=O)NC3=CC(=C(C=C3)Cl)C(F)(F)F. Cell line: HOP-62. Synergy scores: CSS=9.47, Synergy_ZIP=-0.204, Synergy_Bliss=6.07, Synergy_Loewe=-17.7, Synergy_HSA=-2.29. (3) Drug 2: COC1=C(C=C2C(=C1)N=CN=C2NC3=CC(=C(C=C3)F)Cl)OCCCN4CCOCC4. Cell line: HT29. Drug 1: C1CN1C2=NC(=NC(=N2)N3CC3)N4CC4. Synergy scores: CSS=44.0, Synergy_ZIP=0.0880, Synergy_Bliss=-0.478, Synergy_Loewe=-3.39, Synergy_HSA=0.788. (4) Drug 1: CN(C)N=NC1=C(NC=N1)C(=O)N. Drug 2: COC1=C2C(=CC3=C1OC=C3)C=CC(=O)O2. Cell line: SK-MEL-2. Synergy scores: CSS=-5.77, Synergy_ZIP=1.79, Synergy_Bliss=-4.68, Synergy_Loewe=-7.21, Synergy_HSA=-7.76.